This data is from Forward reaction prediction with 1.9M reactions from USPTO patents (1976-2016). The task is: Predict the product of the given reaction. (1) The product is: [CH3:33][N:30]1[C:31]2[C:26](=[CH:25][CH:24]=[C:23]([O:21][CH2:20][CH2:19][CH2:18][CH2:17][N:14]3[CH2:13][CH2:12][N:11]([C:1]4[C:10]5[C:5](=[CH:6][CH:7]=[CH:8][CH:9]=5)[CH:4]=[CH:3][CH:2]=4)[CH2:16][CH2:15]3)[N:32]=2)[CH:27]=[CH:28][C:29]1=[O:34]. Given the reactants [C:1]1([N:11]2[CH2:16][CH2:15][N:14]([CH2:17][CH2:18][CH2:19][CH2:20][OH:21])[CH2:13][CH2:12]2)[C:10]2[C:5](=[CH:6][CH:7]=[CH:8][CH:9]=2)[CH:4]=[CH:3][CH:2]=1.Cl[C:23]1[N:32]=[C:31]2[C:26]([CH:27]=[CH:28][C:29](=[O:34])[N:30]2[CH3:33])=[CH:25][CH:24]=1, predict the reaction product. (2) Given the reactants [C:1]([C@H:3]1[CH2:8][N:7]([C:9]([O:11][C:12]([CH3:15])([CH3:14])[CH3:13])=[O:10])[CH2:6][CH2:5][N:4]1[C:16]([O:18][CH2:19][C:20]1[CH:25]=[CH:24][CH:23]=[CH:22][CH:21]=1)=[O:17])#[CH:2].[F:26][C:27]1[C:28](I)=[C:29]([NH2:33])[CH:30]=[N:31][CH:32]=1, predict the reaction product. The product is: [NH2:33][C:29]1[CH:30]=[N:31][CH:32]=[C:27]([F:26])[C:28]=1[C:2]#[C:1][C@H:3]1[CH2:8][N:7]([C:9]([O:11][C:12]([CH3:15])([CH3:14])[CH3:13])=[O:10])[CH2:6][CH2:5][N:4]1[C:16]([O:18][CH2:19][C:20]1[CH:21]=[CH:22][CH:23]=[CH:24][CH:25]=1)=[O:17]. (3) Given the reactants [CH:1]1([C:4]2[N:8](C(OC(C)(C)C)=O)[C:7]3[CH:16]=[C:17]([C:29]4[C:30]([CH3:35])=[N:31][O:32][C:33]=4[CH3:34])[CH:18]=[C:19]([C:20]([C:22]4[N:23]=[N:24][C:25]([CH3:28])=[CH:26][CH:27]=4)=[O:21])[C:6]=3[N:5]=2)[CH2:3][CH2:2]1.C(O)(C(F)(F)F)=O, predict the reaction product. The product is: [CH:1]1([C:4]2[NH:8][C:7]3[CH:16]=[C:17]([C:29]4[C:30]([CH3:35])=[N:31][O:32][C:33]=4[CH3:34])[CH:18]=[C:19]([C:20]([C:22]4[N:23]=[N:24][C:25]([CH3:28])=[CH:26][CH:27]=4)=[O:21])[C:6]=3[N:5]=2)[CH2:3][CH2:2]1. (4) Given the reactants [Br:1][C:2]1[CH:3]=[C:4]([CH:9]=[CH:10][C:11]=1[CH2:12]Br)[C:5]([O:7][CH3:8])=[O:6].[C:14]([O-:17])(=[O:16])[CH3:15].[K+].O.C(OCC)(=O)C, predict the reaction product. The product is: [C:14]([O:17][CH2:12][C:11]1[CH:10]=[CH:9][C:4]([C:5]([O:7][CH3:8])=[O:6])=[CH:3][C:2]=1[Br:1])(=[O:16])[CH3:15]. (5) The product is: [CH2:17]=[C:18]([C:2]1[C:3]([NH2:16])=[C:4]([C:29]([CH3:34])=[CH2:30])[C:5]2[O:14][C:9]3=[N:10][CH:11]=[CH:12][CH:13]=[C:8]3[C:6]=2[CH:7]=1)[CH3:22]. Given the reactants Br[C:2]1[C:3]([NH2:16])=[C:4](Br)[C:5]2[O:14][C:9]3=[N:10][CH:11]=[CH:12][CH:13]=[C:8]3[C:6]=2[CH:7]=1.[CH3:17][C:18]1(C)[C:22](C)(C)OB(C(C)=C)O1.[CH:29]1(P(C2CCCCC2)C2C=C(C3C(OC)=CC=CC=3OC)C=CC=2)[CH2:34]CCC[CH2:30]1.O.[O-]P([O-])([O-])=O.[K+].[K+].[K+], predict the reaction product. (6) Given the reactants [Cl:1][C:2]1[CH:7]=[CH:6][C:5]([C:8]2[CH:9]=[C:10]([C:13]([NH:15][C:16]3[CH:21]=[CH:20][C:19]([O:22][CH2:23][CH2:24][CH:25]4[CH2:29][CH2:28][CH2:27][O:26]4)=[C:18]([O:30][CH3:31])[CH:17]=3)=[O:14])[NH:11][CH:12]=2)=[CH:4][CH:3]=1.Br[CH2:33][CH2:34]Br, predict the reaction product. The product is: [Cl:1][C:2]1[CH:7]=[CH:6][C:5]([C:8]2[CH:9]=[C:10]3[C:13](=[O:14])[N:15]([C:16]4[CH:21]=[CH:20][C:19]([O:22][CH2:23][CH2:24][CH:25]5[CH2:29][CH2:28][CH2:27][O:26]5)=[C:18]([O:30][CH3:31])[CH:17]=4)[CH2:34][CH2:33][N:11]3[CH:12]=2)=[CH:4][CH:3]=1. (7) Given the reactants [Si]([O:8][CH:9]([C:22]1[O:23][C:24]([C:27]2[CH:32]=[CH:31][CH:30]=[C:29]([N+:33]([O-:35])=[O:34])[CH:28]=2)=[CH:25][N:26]=1)[CH2:10][CH2:11][CH2:12][CH2:13][CH2:14][CH2:15][C:16]1[CH:21]=[CH:20][CH:19]=[CH:18][CH:17]=1)(C(C)(C)C)(C)C.[Si](OC(C1OC([Sn](CCCC)(CCCC)CCCC)=CN=1)CCCCCCC1C=CC=CC=1)(C(C)(C)C)(C)C.IC1C=CC=C([N+]([O-])=O)C=1, predict the reaction product. The product is: [N+:33]([C:29]1[CH:28]=[C:27]([C:24]2[O:23][C:22]([C:9](=[O:8])[CH2:10][CH2:11][CH2:12][CH2:13][CH2:14][CH2:15][C:16]3[CH:17]=[CH:18][CH:19]=[CH:20][CH:21]=3)=[N:26][CH:25]=2)[CH:32]=[CH:31][CH:30]=1)([O-:35])=[O:34].